Dataset: Reaction yield outcomes from USPTO patents with 853,638 reactions. Task: Predict the reaction yield, written as a fraction of the theoretical maximum amount of product (1.0 means a 100% yield; for example, 0.34 means a 34% yield). (1) The reactants are Cl[C:2]1[CH:7]=[CH:6][N:5]=[C:4]2[CH:8]=[C:9]([C:11]([N:13]([CH3:15])[CH3:14])=[O:12])[S:10][C:3]=12.[CH3:16][NH:17][C:18]([C:20]1[C:28]2[C:23](=[CH:24][C:25]([OH:29])=[CH:26][CH:27]=2)[N:22]([CH3:30])[C:21]=1[CH3:31])=[O:19].C([O-])([O-])=O.[Cs+].[Cs+]. No catalyst specified. The product is [CH3:30][N:22]1[C:23]2[C:28](=[CH:27][CH:26]=[C:25]([O:29][C:2]3[CH:7]=[CH:6][N:5]=[C:4]4[CH:8]=[C:9]([C:11]([N:13]([CH3:15])[CH3:14])=[O:12])[S:10][C:3]=34)[CH:24]=2)[C:20]([C:18]([NH:17][CH3:16])=[O:19])=[C:21]1[CH3:31]. The yield is 0.730. (2) The reactants are FC(F)(F)C(O)=O.C(OC([N:15]1[CH2:20][CH2:19][CH:18]([C:21]2[CH:26]=[C:25]([F:27])[C:24]([O:28][CH2:29][C:30]3[CH:35]=[CH:34][CH:33]=[CH:32][CH:31]=3)=[CH:23][C:22]=2[O:36][CH2:37][C:38]2[CH:43]=[CH:42][CH:41]=[CH:40][CH:39]=2)[CH2:17][CH2:16]1)=O)(C)(C)C.O. The catalyst is ClCCl. The product is [CH2:37]([O:36][C:22]1[CH:23]=[C:24]([O:28][CH2:29][C:30]2[CH:31]=[CH:32][CH:33]=[CH:34][CH:35]=2)[C:25]([F:27])=[CH:26][C:21]=1[CH:18]1[CH2:17][CH2:16][NH:15][CH2:20][CH2:19]1)[C:38]1[CH:43]=[CH:42][CH:41]=[CH:40][CH:39]=1. The yield is 1.00. (3) The reactants are [CH3:1][C:2]1[CH:6]=[C:5]([S:7]([CH3:10])(=[O:9])=[O:8])[S:4][C:3]=1[C:11]([O:13]C)=[O:12].ClCCl.[OH-].[Na+]. The catalyst is CO. The product is [CH3:1][C:2]1[CH:6]=[C:5]([S:7]([CH3:10])(=[O:9])=[O:8])[S:4][C:3]=1[C:11]([OH:13])=[O:12]. The yield is 0.870.